From a dataset of Forward reaction prediction with 1.9M reactions from USPTO patents (1976-2016). Predict the product of the given reaction. (1) Given the reactants [CH2:1]([N:8]([CH2:19][C:20]1[CH:33]=[CH:32][C:23]([O:24][C:25]2[CH:26]=[C:27]([OH:31])[CH:28]=[CH:29][CH:30]=2)=[CH:22][CH:21]=1)[C:9]1[CH:14]=[CH:13][CH:12]=[C:11]([N+:15]([O-:17])=[O:16])[C:10]=1[CH3:18])[C:2]1[CH:7]=[CH:6][CH:5]=[CH:4][CH:3]=1.O[CH:35]1[CH2:40][CH2:39][O:38][C:36]1=[O:37], predict the reaction product. The product is: [CH2:1]([N:8]([CH2:19][C:20]1[CH:33]=[CH:32][C:23]([O:24][C:25]2[CH:26]=[C:27]([CH:28]=[CH:29][CH:30]=2)[O:31][CH:35]2[CH2:40][CH2:39][O:38][C:36]2=[O:37])=[CH:22][CH:21]=1)[C:9]1[CH:14]=[CH:13][CH:12]=[C:11]([N+:15]([O-:17])=[O:16])[C:10]=1[CH3:18])[C:2]1[CH:3]=[CH:4][CH:5]=[CH:6][CH:7]=1. (2) Given the reactants [CH3:1][NH:2][CH3:3].C1COCC1.Br[CH2:10][C:11]1[CH:12]=[C:13]([CH:18]=[C:19]([F:21])[CH:20]=1)[C:14]([O:16][CH3:17])=[O:15], predict the reaction product. The product is: [CH3:1][N:2]([CH2:10][C:11]1[CH:12]=[C:13]([CH:18]=[C:19]([F:21])[CH:20]=1)[C:14]([O:16][CH3:17])=[O:15])[CH3:3]. (3) Given the reactants C[C:2]1([C:12](O)=O)[CH2:11][CH2:10][C:5]2([O:9][CH2:8][CH2:7][O:6]2)[CH2:4][CH2:3]1.C([N:17]([CH2:20]C)CC)C.C1(P(N=[N+]=[N-])(C2C=CC=CC=2)=[O:29])C=CC=CC=1.[CH2:39]([OH:46])[C:40]1[CH:45]=[CH:44][CH:43]=[CH:42][CH:41]=1, predict the reaction product. The product is: [CH2:39]([O:46][C:20](=[O:29])[NH:17][C:2]1([CH3:12])[CH2:3][CH2:4][C:5]2([O:6][CH2:7][CH2:8][O:9]2)[CH2:10][CH2:11]1)[C:40]1[CH:45]=[CH:44][CH:43]=[CH:42][CH:41]=1. (4) Given the reactants [Cl:1][C:2]1[CH:28]=[CH:27][C:5]([O:6][CH2:7][C:8]2[N:12]=[C:11]([C@H:13]([CH2:18][CH2:19][CH2:20][CH:21]3[CH2:26][CH2:25][CH2:24][CH2:23][CH2:22]3)[CH2:14][C:15](O)=[O:16])[O:10][N:9]=2)=[CH:4][CH:3]=1.C(N1C=CN=C1)(N1C=CN=C1)=O.Cl.[NH2:42][OH:43], predict the reaction product. The product is: [NH3:9].[Cl:1][C:2]1[CH:28]=[CH:27][C:5]([O:6][CH2:7][C:8]2[N:12]=[C:11]([C@H:13]([CH2:18][CH2:19][CH2:20][CH:21]3[CH2:26][CH2:25][CH2:24][CH2:23][CH2:22]3)[CH2:14][C:15]([NH:42][OH:43])=[O:16])[O:10][N:9]=2)=[CH:4][CH:3]=1. (5) Given the reactants [CH2:1]([O:8][C:9]1[C:14](=[O:15])[CH:13]=[C:12]([CH2:16][NH:17][S:18]([C:21]2[CH:26]=[CH:25][C:24]([Cl:27])=[CH:23][CH:22]=2)(=[O:20])=[O:19])O[C:10]=1[C:28]([OH:30])=[O:29])[C:2]1[CH:7]=[CH:6][CH:5]=[CH:4][CH:3]=1.C1(S(C(N)C2[N:46](C)[C:45](C(O)=O)=C(OCC3C=CC=CC=3)C(=O)C=2)(=O)=O)C=CC=CC=1, predict the reaction product. The product is: [CH2:1]([O:8][C:9]1[C:14](=[O:15])[CH:13]=[C:12]([CH2:16][NH:17][S:18]([C:21]2[CH:26]=[CH:25][C:24]([Cl:27])=[CH:23][CH:22]=2)(=[O:20])=[O:19])[N:46]([CH3:45])[C:10]=1[C:28]([OH:30])=[O:29])[C:2]1[CH:7]=[CH:6][CH:5]=[CH:4][CH:3]=1.